Task: Predict the reactants needed to synthesize the given product.. Dataset: Full USPTO retrosynthesis dataset with 1.9M reactions from patents (1976-2016) (1) Given the product [CH2:19]([O:21][CH2:22][CH2:23][O:10][C:3]1[CH:4]=[C:5]([CH3:9])[CH:6]=[C:7]([CH3:8])[C:2]=1[CH3:1])[CH3:20], predict the reactants needed to synthesize it. The reactants are: [CH3:1][C:2]1[C:7]([CH3:8])=[CH:6][C:5]([CH3:9])=[CH:4][C:3]=1[OH:10].C(=O)([O-])[O-].[K+].[K+].[I-].[K+].[CH2:19]([O:21][CH2:22][CH2:23]Cl)[CH3:20]. (2) Given the product [ClH:1].[ClH:1].[NH2:26][C:14]1[C:15]([O:17][C@H:18]([CH2:23][O:24][CH3:25])[C:19]([F:22])([F:21])[F:20])=[CH:16][C:11]([CH2:10][C@H:7]2[C@H:8]([OH:9])[C@@H:3]([NH:2][CH2:39][C:37]3[CH:36]=[N:35][N:34]([CH2:33][C:32]([CH3:42])([CH3:41])[CH3:31])[CH:38]=3)[CH2:4][S@:5](=[O:30])[CH2:6]2)=[CH:12][C:13]=1[F:29], predict the reactants needed to synthesize it. The reactants are: [ClH:1].[NH2:2][C@@H:3]1[C@@H:8]([OH:9])[C@H:7]([CH2:10][C:11]2[CH:16]=[C:15]([O:17][C@H:18]([CH2:23][O:24][CH3:25])[C:19]([F:22])([F:21])[F:20])[C:14]([N+:26]([O-])=O)=[C:13]([F:29])[CH:12]=2)[CH2:6][S@@:5](=[O:30])[CH2:4]1.[CH3:31][C:32]([CH3:42])([CH3:41])[CH2:33][N:34]1[CH:38]=[C:37]([CH:39]=O)[CH:36]=[N:35]1.Cl.